Dataset: Reaction yield outcomes from USPTO patents with 853,638 reactions. Task: Predict the reaction yield, written as a fraction of the theoretical maximum amount of product (1.0 means a 100% yield; for example, 0.34 means a 34% yield). (1) The catalyst is CC#N.C(O)(C)(C)C.O.CCOC(C)=O. The product is [Cl:1][C:2]1[CH:10]=[C:9]2[C:5]([C:6]([C:11]([OH:27])=[O:12])=[CH:7][NH:8]2)=[CH:4][C:3]=1[C:13]1[CH:18]=[CH:17][C:16]([CH2:19][OH:20])=[CH:15][CH:14]=1. The yield is 0.410. The reactants are [Cl:1][C:2]1[CH:10]=[C:9]2[C:5]([C:6]([CH:11]=[O:12])=[CH:7][NH:8]2)=[CH:4][C:3]=1[C:13]1[CH:18]=[CH:17][C:16]([CH2:19][OH:20])=[CH:15][CH:14]=1.CC(=CC)C.Cl([O-])=[O:27].[Na+].O.OP([O-])(O)=O.[Na+]. (2) The reactants are [H-].[Na+].[CH3:3][O:4][C:5](=[O:17])[CH2:6][C:7]1[CH:12]=[CH:11][C:10]([S:13]([CH3:16])(=[O:15])=[O:14])=[CH:9][CH:8]=1.[F:18][C:19]1[CH:26]=[CH:25][C:22]([CH2:23]Br)=[CH:21][CH:20]=1. The catalyst is CN(C=O)C. The product is [CH3:3][O:4][C:5](=[O:17])[CH:6]([C:7]1[CH:8]=[CH:9][C:10]([S:13]([CH3:16])(=[O:14])=[O:15])=[CH:11][CH:12]=1)[CH2:23][C:22]1[CH:25]=[CH:26][C:19]([F:18])=[CH:20][CH:21]=1. The yield is 0.360. (3) The reactants are [CH2:1]([N:8]([CH2:14][C:15](O)([CH2:21][CH3:22])[C:16]([O:18][CH2:19][CH3:20])=[O:17])[CH:9]1[CH2:13][CH2:12][CH2:11][CH2:10]1)[C:2]1[CH:7]=[CH:6][CH:5]=[CH:4][CH:3]=1.CCN(S(F)(F)[F:30])CC. The catalyst is ClCCl. The product is [CH2:1]([N:8]([CH2:14][C:15]([F:30])([CH2:21][CH3:22])[C:16]([O:18][CH2:19][CH3:20])=[O:17])[CH:9]1[CH2:13][CH2:12][CH2:11][CH2:10]1)[C:2]1[CH:7]=[CH:6][CH:5]=[CH:4][CH:3]=1. The yield is 0.750. (4) The reactants are C([O:3][C:4]([C:6]1[C:10]([CH3:11])=[C:9]([CH:12]=[O:13])[NH:8][C:7]=1[CH3:14])=[O:5])C.[OH-].[K+].Cl. The catalyst is CO.O. The product is [CH:12]([C:9]1[NH:8][C:7]([CH3:14])=[C:6]([C:4]([OH:5])=[O:3])[C:10]=1[CH3:11])=[O:13]. The yield is 0.930. (5) The reactants are [OH:1][C:2]([CH:5]1[CH2:9][CH2:8][N:7](C(OC(C)(C)C)=O)[CH2:6]1)([CH3:4])[CH3:3].[ClH:17].O1CCOCC1. The catalyst is C(Cl)Cl.CCOC(C)=O. The product is [ClH:17].[NH:7]1[CH2:8][CH2:9][CH:5]([C:2]([OH:1])([CH3:4])[CH3:3])[CH2:6]1. The yield is 1.02. (6) The reactants are [NH2:1][C:2]1[CH:7]=[C:6]([CH3:8])[CH:5]=[CH:4][N:3]=1.[C:9]1(=O)[O:14][C:12](=[O:13])[C:11]2=[CH:15][CH:16]=[CH:17][CH:18]=[C:10]12.C(N(CC)CC)C. The catalyst is C1(C)C=CC=CC=1. The product is [CH3:8][C:6]1[CH:5]=[CH:4][N:3]=[C:2]([N:1]2[C:12](=[O:13])[C:11]3[C:10](=[CH:18][CH:17]=[CH:16][CH:15]=3)[C:9]2=[O:14])[CH:7]=1. The yield is 0.560. (7) The reactants are [Br:1][C:2]1[N:3]=[C:4]2[C:11]([CH2:12][OH:13])=[CH:10][N:9](CO)[C:5]2=[N:6][C:7]=1[Cl:8]. The catalyst is CC(C)=O. The product is [Br:1][C:2]1[N:3]=[C:4]2[C:11]([CH:12]=[O:13])=[CH:10][NH:9][C:5]2=[N:6][C:7]=1[Cl:8]. The yield is 0.800.